From a dataset of Forward reaction prediction with 1.9M reactions from USPTO patents (1976-2016). Predict the product of the given reaction. (1) Given the reactants [NH2:1][C:2]1[CH:6]=[C:5]([C:7]([NH:9][CH2:10][C:11]2[CH:16]=[C:15]([Cl:17])[CH:14]=[CH:13][C:12]=2[CH3:18])=[O:8])[O:4][N:3]=1.C(Cl)Cl.[F:22][C:23]([F:34])([F:33])[C:24](O[C:24](=[O:25])[C:23]([F:34])([F:33])[F:22])=[O:25], predict the reaction product. The product is: [Cl:17][C:15]1[CH:14]=[CH:13][C:12]([CH3:18])=[C:11]([CH:16]=1)[CH2:10][NH:9][C:7]([C:5]1[O:4][N:3]=[C:2]([NH:1][C:24](=[O:25])[C:23]([F:34])([F:33])[F:22])[CH:6]=1)=[O:8]. (2) Given the reactants F[C:2]1[N:7]=[CH:6][C:5]([CH:8]([N:10]2[CH2:15][CH2:14][O:13][CH2:12][CH2:11]2)[CH3:9])=[CH:4][C:3]=1[C:16]1[CH:21]=[C:20]([S:22][CH3:23])[N:19]=[C:18]([CH3:24])[N:17]=1.[NH2:25][C:26]1[CH:27]=[C:28]([NH:33][S:34]([CH3:37])(=[O:36])=[O:35])[C:29]([Cl:32])=[N:30][CH:31]=1.C[Si]([N-][Si](C)(C)C)(C)C.[Na+], predict the reaction product. The product is: [Cl:32][C:29]1[C:28]([NH:33][S:34]([CH3:37])(=[O:36])=[O:35])=[CH:27][C:26]([NH:25][C:2]2[C:3]([C:16]3[CH:21]=[C:20]([S:22][CH3:23])[N:19]=[C:18]([CH3:24])[N:17]=3)=[CH:4][C:5]([CH:8]([N:10]3[CH2:15][CH2:14][O:13][CH2:12][CH2:11]3)[CH3:9])=[CH:6][N:7]=2)=[CH:31][N:30]=1.